This data is from Reaction yield outcomes from USPTO patents with 853,638 reactions. The task is: Predict the reaction yield, written as a fraction of the theoretical maximum amount of product (1.0 means a 100% yield; for example, 0.34 means a 34% yield). (1) The reactants are [CH3:1][S-:2].[Na+].Cl[C:5]1[C:10]([O:11][CH2:12][CH2:13][OH:14])=[CH:9][CH:8]=[CH:7][N:6]=1. The catalyst is CN(C=O)C. The product is [CH3:1][S:2][C:5]1[C:10]([O:11][CH2:12][CH2:13][OH:14])=[CH:9][CH:8]=[CH:7][N:6]=1. The yield is 0.360. (2) The reactants are [CH3:1][C:2]1[N:3]=[CH:4][N:5]([CH2:7][CH:8]([C:28]2[S:29][CH:30]=[CH:31][N:32]=2)[O:9][C:10]2[CH:11]=[CH:12][C:13]([CH2:19][CH2:20][C:21]3[CH:26]=[CH:25][C:24]([F:27])=[CH:23][CH:22]=3)=[C:14]([CH:18]=2)[C:15](O)=[O:16])[CH:6]=1.Cl.[CH3:34][O:35][C:36](=[O:43])[C@H:37]([CH2:39][CH2:40][S:41][CH3:42])[NH2:38].C(Cl)CCl. The catalyst is CN(C1C=CN=CC=1)C.ClCCl. The product is [CH3:1][C:2]1[N:3]=[CH:4][N:5]([CH2:7][CH:8]([C:28]2[S:29][CH:30]=[CH:31][N:32]=2)[O:9][C:10]2[CH:11]=[CH:12][C:13]([CH2:19][CH2:20][C:21]3[CH:26]=[CH:25][C:24]([F:27])=[CH:23][CH:22]=3)=[C:14]([CH:18]=2)[C:15]([NH:38][C@@H:37]([CH2:39][CH2:40][S:41][CH3:42])[C:36]([O:35][CH3:34])=[O:43])=[O:16])[CH:6]=1. The yield is 0.890. (3) The catalyst is C(O)(=O)C. The product is [CH2:18]([C:15]1[CH:16]=[CH:17][C:12]([C:9]2[N:2]([CH3:1])[N:3]=[C:4]([C:5](=[O:7])[CH3:6])[C:10]=2[OH:11])=[CH:13][CH:14]=1)[CH2:19][CH3:20]. The yield is 0.0600. The reactants are [CH3:1][NH:2][N:3]=[CH:4][C:5](=[O:7])[CH3:6].O=[C:9]([C:12]1[CH:17]=[CH:16][C:15]([CH2:18][CH2:19][CH3:20])=[CH:14][CH:13]=1)[CH:10]=[O:11].C(Cl)(Cl)Cl.CCCCCC.C(OCC)(=O)C. (4) The reactants are I[C:2]1[CH:3]=[CH:4][C:5]2[N:6]([CH:8]=[C:9]([NH:11][C:12]([CH:14]3[CH2:16][CH:15]3C)=[O:13])[N:10]=2)[N:7]=1.C(=O)([O-])[O-].[K+].[K+].[NH2:24][C:25]1[CH:30]=[CH:29][C:28]([SH:31])=[CH:27][CH:26]=1.O. The catalyst is CN(C)C=O. The product is [NH2:24][C:25]1[CH:30]=[CH:29][C:28]([S:31][C:2]2[CH:3]=[CH:4][C:5]3[N:6]([CH:8]=[C:9]([NH:11][C:12]([CH:14]4[CH2:15][CH2:16]4)=[O:13])[N:10]=3)[N:7]=2)=[CH:27][CH:26]=1. The yield is 0.770.